Dataset: Forward reaction prediction with 1.9M reactions from USPTO patents (1976-2016). Task: Predict the product of the given reaction. (1) Given the reactants [C:1]([O:5][C:6]([N:8]1[CH2:15][CH:14]2[N:16](CC3C=CC=CC=3)[CH:10]([CH2:11][C:12](=[O:24])[CH2:13]2)[CH2:9]1)=[O:7])([CH3:4])([CH3:3])[CH3:2].[H][H], predict the reaction product. The product is: [C:1]([O:5][C:6]([N:8]1[CH2:15][CH:14]2[NH:16][CH:10]([CH2:11][C:12](=[O:24])[CH2:13]2)[CH2:9]1)=[O:7])([CH3:4])([CH3:2])[CH3:3]. (2) Given the reactants [CH3:1][O:2][C:3]1[CH:8]=[CH:7][CH:6]=[CH:5][C:4]=1[CH:9]([CH3:13])[C:10](O)=[O:11].[H-].[Al+3].[Li+].[H-].[H-].[H-].[OH-].[Na+].[O-]S([O-])(=O)=O.[Mg+2], predict the reaction product. The product is: [CH3:1][O:2][C:3]1[CH:8]=[CH:7][CH:6]=[CH:5][C:4]=1[CH:9]([CH3:13])[CH2:10][OH:11]. (3) The product is: [NH2:15][C:10]1[N:11]=[C:12]([CH3:14])[N:13]=[C:8]([C:7]2[C:2]([NH:61][C:59]3[CH:58]=[CH:57][C:56]4[NH:52][CH:53]=[N:54][C:55]=4[CH:60]=3)=[N:3][CH:4]=[C:5]([CH2:34][N:35]3[CH2:36][CH2:37][N:38]([S:41]([CH3:44])(=[O:42])=[O:43])[CH2:39][CH2:40]3)[CH:6]=2)[N:9]=1. Given the reactants F[C:2]1[C:7]([C:8]2[N:13]=[C:12]([CH3:14])[N:11]=[C:10]([N:15](CC3C=CC(OC)=CC=3)CC3C=CC(OC)=CC=3)[N:9]=2)=[CH:6][C:5]([CH2:34][N:35]2[CH2:40][CH2:39][N:38]([S:41]([CH3:44])(=[O:43])=[O:42])[CH2:37][CH2:36]2)=[CH:4][N:3]=1.COC1C=CC(C[N:52]2[C:56]3[CH:57]=[CH:58][C:59]([NH2:61])=[CH:60][C:55]=3[N:54]=[CH:53]2)=CC=1.COC1C=CC(CN2C3C=C(N)C=CC=3N=C2)=CC=1, predict the reaction product.